Task: Predict the reactants needed to synthesize the given product.. Dataset: Full USPTO retrosynthesis dataset with 1.9M reactions from patents (1976-2016) Given the product [F:14][CH2:13][CH2:12][NH:10][C:5]1[CH:4]=[C:3]([S:2][CH3:1])[CH:8]=[C:7]([NH2:9])[N:6]=1, predict the reactants needed to synthesize it. The reactants are: [CH3:1][S:2][C:3]1[CH:8]=[C:7]([NH2:9])[N:6]=[C:5]([NH2:10])[CH:4]=1.I[CH2:12][CH2:13][F:14].C([O-])([O-])=O.[Cs+].[Cs+].